From a dataset of Forward reaction prediction with 1.9M reactions from USPTO patents (1976-2016). Predict the product of the given reaction. (1) The product is: [CH3:1][N:2]([CH2:3][CH2:4][N:5]1[CH2:10][CH2:9][S:8][C:7]2[CH:11]=[C:12]([N+:15]([O-:17])=[O:16])[CH:13]=[CH:14][C:6]1=2)[C:25](=[O:26])[O:27][C:28]([CH3:31])([CH3:30])[CH3:29]. Given the reactants [CH3:1][NH:2][CH2:3][CH2:4][N:5]1[CH2:10][CH2:9][S:8][C:7]2[CH:11]=[C:12]([N+:15]([O-:17])=[O:16])[CH:13]=[CH:14][C:6]1=2.C(N(CC)CC)C.[C:25](O[C:25]([O:27][C:28]([CH3:31])([CH3:30])[CH3:29])=[O:26])([O:27][C:28]([CH3:31])([CH3:30])[CH3:29])=[O:26], predict the reaction product. (2) Given the reactants [Cl:1][C:2]1[C:3]([C:8]2([F:18])[CH2:17][CH2:16][C:11]3(OCC[O:12]3)[CH2:10][CH2:9]2)=[N:4][CH:5]=[CH:6][CH:7]=1.Cl, predict the reaction product. The product is: [Cl:1][C:2]1[C:3]([C:8]2([F:18])[CH2:9][CH2:10][C:11](=[O:12])[CH2:16][CH2:17]2)=[N:4][CH:5]=[CH:6][CH:7]=1.